This data is from Catalyst prediction with 721,799 reactions and 888 catalyst types from USPTO. The task is: Predict which catalyst facilitates the given reaction. Reactant: [CH:1]1([C@H:7]([NH:31]C(=O)OC(C)(C)C)[C:8](=[O:30])[NH:9][C:10]2[CH:11]=[C:12]3[C:28](=[O:29])[NH:27][N:26]=[CH:25][C:14]4=[C:15]([C:19]5[CH:24]=[CH:23][CH:22]=[CH:21][CH:20]=5)[NH:16][C:17]([CH:18]=2)=[C:13]34)[CH2:6][CH2:5][CH2:4][CH2:3][CH2:2]1.[C:39]([OH:45])([C:41]([F:44])([F:43])[F:42])=[O:40].C(Cl)Cl. Product: [F:42][C:41]([F:44])([F:43])[C:39]([OH:45])=[O:40].[NH2:31][C@@H:7]([CH:1]1[CH2:6][CH2:5][CH2:4][CH2:3][CH2:2]1)[C:8]([NH:9][C:10]1[CH:11]=[C:12]2[C:28](=[O:29])[NH:27][N:26]=[CH:25][C:14]3=[C:15]([C:19]4[CH:24]=[CH:23][CH:22]=[CH:21][CH:20]=4)[NH:16][C:17]([CH:18]=1)=[C:13]23)=[O:30]. The catalyst class is: 459.